From a dataset of hERG potassium channel inhibition data for cardiac toxicity prediction from Karim et al.. Regression/Classification. Given a drug SMILES string, predict its toxicity properties. Task type varies by dataset: regression for continuous values (e.g., LD50, hERG inhibition percentage) or binary classification for toxic/non-toxic outcomes (e.g., AMES mutagenicity, cardiotoxicity, hepatotoxicity). Dataset: herg_karim. The compound is CCN[C@H]1CCC[C@@H](c2c[nH]c3ccc(N=C(N)c4cccs4)cc23)C1. The result is 0 (non-blocker).